Dataset: Full USPTO retrosynthesis dataset with 1.9M reactions from patents (1976-2016). Task: Predict the reactants needed to synthesize the given product. (1) Given the product [F:15][C:10]1[C:9]([C:3]2[CH:4]=[C:5]([CH:7]=[O:8])[S:6][C:2]=2[S:16][C:17]2[CH:22]=[CH:21][N:20]=[CH:19][CH:18]=2)=[CH:14][CH:13]=[CH:12][N:11]=1, predict the reactants needed to synthesize it. The reactants are: Br[C:2]1[S:6][C:5]([CH:7]=[O:8])=[CH:4][C:3]=1[C:9]1[C:10]([F:15])=[N:11][CH:12]=[CH:13][CH:14]=1.[SH:16][C:17]1[CH:22]=[CH:21][N:20]=[CH:19][CH:18]=1.C(=O)([O-])[O-].[K+].[K+]. (2) Given the product [N:12]1([C:10]2[C:9]3[C:4](=[CH:5][CH:6]=[CH:7][CH:8]=3)[C:3](=[O:18])[N:2]([NH:1][C:28](=[O:29])[CH2:27][C:23]3[CH:24]=[CH:25][CH:26]=[C:21]([C:20]([F:31])([F:19])[F:32])[CH:22]=3)[N:11]=2)[CH2:17][CH2:16][O:15][CH2:14][CH2:13]1, predict the reactants needed to synthesize it. The reactants are: [NH2:1][N:2]1[N:11]=[C:10]([N:12]2[CH2:17][CH2:16][O:15][CH2:14][CH2:13]2)[C:9]2[C:4](=[CH:5][CH:6]=[CH:7][CH:8]=2)[C:3]1=[O:18].[F:19][C:20]([F:32])([F:31])[C:21]1[CH:22]=[C:23]([CH2:27][C:28](O)=[O:29])[CH:24]=[CH:25][CH:26]=1. (3) Given the product [Br:12][CH2:11][C:4]1[CH:5]=[CH:6][C:7]([N+:8]([O-:10])=[O:9])=[C:2]([F:1])[CH:3]=1, predict the reactants needed to synthesize it. The reactants are: [F:1][C:2]1[CH:3]=[C:4]([CH3:11])[CH:5]=[CH:6][C:7]=1[N+:8]([O-:10])=[O:9].[Br:12]([O-])(=O)=O.[K+].S(S([O-])=O)([O-])=O.[Na+].[Na+]. (4) Given the product [Cl:1][C:2]1[CH:30]=[CH:29][C:5]([CH2:6][N:7]([CH2:25][CH:26]([CH3:28])[CH3:27])[S:8]([C:11]2[CH:12]=[CH:13][C:14]([O:17][C@@H:18]3[CH2:23][CH2:22][NH:21][CH2:20][C@H:19]3[O:24][Si:41]([CH:45]([CH3:47])[CH3:46])([CH:42]([CH3:44])[CH3:43])[CH:38]([CH3:40])[CH3:39])=[CH:15][CH:16]=2)(=[O:10])=[O:9])=[CH:4][CH:3]=1, predict the reactants needed to synthesize it. The reactants are: [Cl:1][C:2]1[CH:30]=[CH:29][C:5]([CH2:6][N:7]([CH2:25][CH:26]([CH3:28])[CH3:27])[S:8]([C:11]2[CH:16]=[CH:15][C:14]([O:17][C@@H:18]3[CH2:23][CH2:22][NH:21][CH2:20][C@H:19]3[OH:24])=[CH:13][CH:12]=2)(=[O:10])=[O:9])=[CH:4][CH:3]=1.C(N(CC)CC)C.[CH:38]([Si:41](OS(C(F)(F)F)(=O)=O)([CH:45]([CH3:47])[CH3:46])[CH:42]([CH3:44])[CH3:43])([CH3:40])[CH3:39].O. (5) Given the product [NH:28]1[C:35](=[O:36])[CH2:34][C:32](=[O:33])[NH:31][C:29]1=[O:30].[CH:5]1[C:6]([CH2:7][C:8]2[CH:9]=[CH:10][C:11]([N:14]3[C:19](=[O:20])[CH:18]=[CH:17][C:15]3=[O:16])=[CH:12][CH:13]=2)=[CH:1][CH:2]=[C:3]([N:21]2[C:22](=[O:23])[CH:24]=[CH:25][C:26]2=[O:27])[CH:4]=1, predict the reactants needed to synthesize it. The reactants are: [CH:1]1[C:6]([CH2:7][C:8]2[CH:13]=[CH:12][C:11]([N:14]3[C:19](=[O:20])[CH:18]=[CH:17][C:15]3=[O:16])=[CH:10][CH:9]=2)=[CH:5][CH:4]=[C:3]([N:21]2[C:26](=[O:27])[CH:25]=[CH:24][C:22]2=[O:23])[CH:2]=1.[NH:28]1[C:35](=[O:36])[CH2:34][C:32](=[O:33])[NH:31][C:29]1=[O:30]. (6) Given the product [Br:1][C:2]1[C:3]2[C:8]([C:9]([O:23][B:22]([OH:29])[OH:26])=[C:10]3[C:15]=1[CH:14]=[CH:13][CH:12]=[CH:11]3)=[CH:7][CH:6]=[CH:5][CH:4]=2, predict the reactants needed to synthesize it. The reactants are: [Br:1][C:2]1[C:3]2[C:8]([C:9](Br)=[C:10]3[C:15]=1[CH:14]=[CH:13][CH:12]=[CH:11]3)=[CH:7][CH:6]=[CH:5][CH:4]=2.C([Li])CCC.[B:22]([O:29]CC)([O:26]CC)[O:23]CC.Cl.C(=O)([O-])[O-].[Na+].[Na+].